Dataset: Catalyst prediction with 721,799 reactions and 888 catalyst types from USPTO. Task: Predict which catalyst facilitates the given reaction. (1) Reactant: [Br:1][C:2]1[CH:7]=[CH:6][C:5]([OH:8])=[C:4]([CH:9]2[CH2:11][CH2:10]2)[CH:3]=1.[OH-].[Na+].Cl[CH:15]([F:17])[F:16]. Product: [Br:1][C:2]1[CH:7]=[CH:6][C:5]([O:8][CH:15]([F:17])[F:16])=[C:4]([CH:9]2[CH2:11][CH2:10]2)[CH:3]=1. The catalyst class is: 41. (2) Reactant: Cl[C:2]1[C:7]([CH2:8][N:9]2[C:30](=[O:31])[N:12]3[CH:13]=[CH:14][C:15]([C:23]4[CH:28]=[CH:27][C:26]([Cl:29])=[CH:25][CH:24]=4)=[C:16]([C:17]4[CH:22]=[CH:21][N:20]=[CH:19][CH:18]=4)[C:11]3=[N:10]2)=[CH:6][CH:5]=[C:4]([C:32]([F:35])([F:34])[F:33])[N:3]=1.[CH3:36][NH2:37]. Product: [Cl:29][C:26]1[CH:27]=[CH:28][C:23]([C:15]2[CH:14]=[CH:13][N:12]3[C:30](=[O:31])[N:9]([CH2:8][C:7]4[C:2]([NH:37][CH3:36])=[N:3][C:4]([C:32]([F:33])([F:35])[F:34])=[CH:5][CH:6]=4)[N:10]=[C:11]3[C:16]=2[C:17]2[CH:22]=[CH:21][N:20]=[CH:19][CH:18]=2)=[CH:24][CH:25]=1. The catalyst class is: 58. (3) Reactant: [CH:1]1([S:4]([N:7]2[C:11]3=[CH:12][C:13]4[S:17][N:16]=[N:15][C:14]=4[C:18]([F:19])=[C:10]3[N:9]([C:20]3[CH:25]=[CH:24][C:23]([I:26])=[CH:22][C:21]=3[F:27])C2=O)(=[O:6])=[O:5])[CH2:3][CH2:2]1.C[Si](C)(C)[O-].[K+]. Product: [F:19][C:18]1[C:14]2[N:15]=[N:16][S:17][C:13]=2[CH:12]=[C:11]([NH:7][S:4]([CH:1]2[CH2:3][CH2:2]2)(=[O:5])=[O:6])[C:10]=1[NH:9][C:20]1[CH:25]=[CH:24][C:23]([I:26])=[CH:22][C:21]=1[F:27]. The catalyst class is: 1. (4) Reactant: C(C(CC)(CC)COOP(C[C:11]([O-:13])=[O:12])(O)=O)C.C([N-][CH:22]([CH3:24])[CH3:23])(C)C.[Li+].O.[O:27]1[CH2:31][CH2:30][CH2:29][CH2:28]1.[CH3:32][CH2:33][CH2:34][CH2:35][CH2:36]CC.C(C1C=CC=CC=1)C. Product: [C:28]1([C:29]2([CH2:30][C:31](=[O:27])[C:11]([OH:13])=[O:12])[CH2:23][CH2:22][CH2:24]2)[CH:36]=[CH:35][CH:34]=[CH:33][CH:32]=1. The catalyst class is: 7.